From a dataset of Forward reaction prediction with 1.9M reactions from USPTO patents (1976-2016). Predict the product of the given reaction. (1) The product is: [CH3:40][C:39]1[CH:44]=[C:43]([CH:42]=[CH:37][CH:38]=1)[NH:13][C:12]1[C:6]2[CH2:5][N:4]([C:1](=[O:3])[CH3:2])[CH2:9][CH2:8][C:7]=2[N:10]([CH2:26][CH2:31][CH:30]2[CH2:7][CH2:6][CH2:5][NH:4][CH2:1]2)[N:11]=1. Given the reactants [C:1]([N:4]1[CH2:9][CH2:8][C:7]2[N:10]([CH:26]3[CH2:31][CH2:30]OCC3)[N:11]=[C:12]([N:13]3C4C(=CC(Br)=C(C#N)C=4)CCC3)[C:6]=2[CH2:5]1)(=[O:3])[CH3:2].CS(O[CH2:37][CH2:38][CH:39]1[CH2:44][CH2:43][CH2:42]N(C(OC(C)(C)C)=O)[CH2:40]1)(=O)=O, predict the reaction product. (2) Given the reactants [CH2:1]([N:8]1[C:13](=[O:14])[CH:12]=[CH:11][CH:10]=[C:9]1[C:15]([OH:17])=O)[C:2]1[CH:7]=[CH:6][CH:5]=[CH:4][CH:3]=1.[NH2:18][CH:19]([CH2:25][C:26]1[CH:31]=[CH:30][CH:29]=[CH:28][CH:27]=1)[CH:20]([OH:24])[C:21]([NH2:23])=[O:22].O[NH-].O=[N-], predict the reaction product. The product is: [NH2:23][C:21](=[O:22])[C:20](=[O:24])[CH:19]([NH:18][C:15]([C:9]1[N:8]([CH2:1][C:2]2[CH:3]=[CH:4][CH:5]=[CH:6][CH:7]=2)[C:13](=[O:14])[CH:12]=[CH:11][CH:10]=1)=[O:17])[CH2:25][C:26]1[CH:27]=[CH:28][CH:29]=[CH:30][CH:31]=1. (3) Given the reactants [CH3:1][O:2][CH2:3][CH2:4][O:5][C:6]1[CH:11]=[CH:10][N:9]2[C:12]([C:15]3[CH:24]=[CH:23][C:22]4[C:17](=[C:18]([OH:25])[CH:19]=[CH:20][CH:21]=4)[N:16]=3)=[CH:13][N:14]=[C:8]2[CH:7]=1.C1(P(C2C=CC=CC=2)C2C=CC=CC=2)C=CC=CC=1.[CH3:45][N:46]1[CH2:50][CH2:49][CH:48]([CH2:51]O)[CH2:47]1.N(C(OCC)=O)=NC(OCC)=O.C(=O)(O)[O-].[Na+], predict the reaction product. The product is: [CH3:1][O:2][CH2:3][CH2:4][O:5][C:6]1[CH:11]=[CH:10][N:9]2[C:12]([C:15]3[CH:24]=[CH:23][C:22]4[C:17](=[C:18]([O:25][CH2:51][CH:48]5[CH2:49][CH2:50][N:46]([CH3:45])[CH2:47]5)[CH:19]=[CH:20][CH:21]=4)[N:16]=3)=[CH:13][N:14]=[C:8]2[CH:7]=1. (4) Given the reactants CN(C)/C=C(\[F:16])/C(C1N(C(C)C)C(C)=NC=1)=O.S([N:22]1[CH2:27][CH2:26][N:25]([C:28]2[CH:50]=[CH:49][C:31]([NH:32][C:33]3[N:38]=[C:37]([C:39]4[N:43]([CH:44]([CH3:46])[CH3:45])[C:42]([CH3:47])=[N:41][CH:40]=4)[C:36](Cl)=[CH:35][N:34]=3)=[CH:30][CH:29]=2)[CH2:24][CH2:23]1)(C)(=O)=O.C[O:52][CH2:53][CH2:54]O, predict the reaction product. The product is: [C:53]([N:22]1[CH2:23][CH2:24][N:25]([C:28]2[CH:50]=[CH:49][C:31]([NH:32][C:33]3[N:38]=[C:37]([C:39]4[N:43]([CH:44]([CH3:46])[CH3:45])[C:42]([CH3:47])=[N:41][CH:40]=4)[C:36]([F:16])=[CH:35][N:34]=3)=[CH:30][CH:29]=2)[CH2:26][CH2:27]1)(=[O:52])[CH3:54]. (5) Given the reactants [CH2:1]([N:8]1[CH2:13][CH2:12][CH:11]([CH3:14])[C:10](=O)[CH2:9]1)[C:2]1[CH:7]=[CH:6][CH:5]=[CH:4][CH:3]=1.CO.C(O)(=O)C.[CH3:22][NH2:23], predict the reaction product. The product is: [CH2:1]([N:8]1[CH2:13][CH2:12][CH:11]([CH3:14])[CH:10]([NH:23][CH3:22])[CH2:9]1)[C:2]1[CH:7]=[CH:6][CH:5]=[CH:4][CH:3]=1. (6) Given the reactants [F:1][C:2]1[CH:3]=[C:4]2[C:10]([C:11]3[N:12]=[C:13](I)[C:14]4[C:19]([CH3:21])([CH3:20])[C:18](=[O:22])[NH:17][C:15]=4[N:16]=3)=[N:9][N:8]([CH2:24][C:25]3[C:30]([F:31])=[CH:29][CH:28]=[CH:27][N:26]=3)[C:5]2=[N:6][CH:7]=1.C(N(CC)C(C)C)(C)C.Cl.[F:42][CH:43]1[CH2:46][NH:45][CH2:44]1, predict the reaction product. The product is: [F:42][CH:43]1[CH2:46][N:45]([C:13]2[C:14]3[C:19]([CH3:21])([CH3:20])[C:18](=[O:22])[NH:17][C:15]=3[N:16]=[C:11]([C:10]3[C:4]4[C:5](=[N:6][CH:7]=[C:2]([F:1])[CH:3]=4)[N:8]([CH2:24][C:25]4[C:30]([F:31])=[CH:29][CH:28]=[CH:27][N:26]=4)[N:9]=3)[N:12]=2)[CH2:44]1. (7) Given the reactants Cl[C:2]1[N:7]=[CH:6][C:5]([C:8]2[CH:9]=[CH:10][C:11](=[O:15])[N:12]([CH3:14])[N:13]=2)=[CH:4][CH:3]=1.[OH:16][CH:17]1[CH2:22][CH2:21][N:20]([C:23]([O:25][C:26]([CH3:29])([CH3:28])[CH3:27])=[O:24])[CH2:19][CH2:18]1, predict the reaction product. The product is: [C:26]([O:25][C:23]([N:20]1[CH2:21][CH2:22][CH:17]([O:16][C:2]2[CH:3]=[CH:4][C:5]([C:8]3[CH:9]=[CH:10][C:11](=[O:15])[N:12]([CH3:14])[N:13]=3)=[CH:6][N:7]=2)[CH2:18][CH2:19]1)=[O:24])([CH3:29])([CH3:27])[CH3:28].